From a dataset of Reaction yield outcomes from USPTO patents with 853,638 reactions. Predict the reaction yield, written as a fraction of the theoretical maximum amount of product (1.0 means a 100% yield; for example, 0.34 means a 34% yield). The product is [N:1]1[CH:6]=[CH:5][CH:4]=[CH:3][C:2]=1[N:7]1[CH2:8][CH2:9][N:10]([CH2:23][C:22]([NH:21][C:18]2[CH:19]=[CH:20][C:15]([C:14]([F:13])([F:26])[F:27])=[CH:16][CH:17]=2)=[O:25])[CH2:11][CH2:12]1. The yield is 0.370. The catalyst is CN(C)C=O.O. The reactants are [N:1]1[CH:6]=[CH:5][CH:4]=[CH:3][C:2]=1[N:7]1[CH2:12][CH2:11][NH:10][CH2:9][CH2:8]1.[F:13][C:14]([F:27])([F:26])[C:15]1[CH:20]=[CH:19][C:18]([NH:21][C:22](=[O:25])[CH2:23]Cl)=[CH:17][CH:16]=1.C(=O)([O-])[O-].[Na+].[Na+].